From a dataset of Reaction yield outcomes from USPTO patents with 853,638 reactions. Predict the reaction yield, written as a fraction of the theoretical maximum amount of product (1.0 means a 100% yield; for example, 0.34 means a 34% yield). The reactants are CC1C=CC(S(O[CH2:12][C@H:13]2[CH:22]=[CH:21][C:20]3[C:15](=[C:16]([C:23]4[C:28]([Cl:29])=[CH:27][CH:26]=[CH:25][C:24]=4[Cl:30])[CH:17]=[CH:18][CH:19]=3)[O:14]2)(=O)=O)=CC=1.[N-:31]=[N+:32]=[N-:33].[Na+]. The catalyst is CS(C)=O. The product is [N:31]([CH2:12][C@H:13]1[CH:22]=[CH:21][C:20]2[C:15](=[C:16]([C:23]3[C:28]([Cl:29])=[CH:27][CH:26]=[CH:25][C:24]=3[Cl:30])[CH:17]=[CH:18][CH:19]=2)[O:14]1)=[N+:32]=[N-:33]. The yield is 0.670.